The task is: Predict the product of the given reaction.. This data is from Forward reaction prediction with 1.9M reactions from USPTO patents (1976-2016). (1) Given the reactants [OH:1][CH2:2][C:3]1[N:4]=[C:5]([C:8]([O:10][CH2:11][CH3:12])=[O:9])[S:6][CH:7]=1.CCN(C(C)C)C(C)C.[CH3:22][Si:23]([CH2:26][CH2:27][O:28][CH2:29]Cl)([CH3:25])[CH3:24], predict the reaction product. The product is: [CH3:22][Si:23]([CH3:25])([CH3:24])[CH2:26][CH2:27][O:28][CH2:29][O:1][CH2:2][C:3]1[N:4]=[C:5]([C:8]([O:10][CH2:11][CH3:12])=[O:9])[S:6][CH:7]=1. (2) Given the reactants [Cl:1][C:2]1[C:7]([CH3:8])=[C:6]([N+:9]([O-:11])=[O:10])[C:5]([C:12]2[CH:17]=[CH:16][CH:15]=[C:14]([F:18])[CH:13]=2)=[C:4]([C:19](=O)[CH3:20])[CH:3]=1.C([O-])(=O)C.[NH4+].C([BH3-])#[N:28].[Na+], predict the reaction product. The product is: [Cl:1][C:2]1[C:7]([CH3:8])=[C:6]([N+:9]([O-:11])=[O:10])[C:5]([C:12]2[CH:17]=[CH:16][CH:15]=[C:14]([F:18])[CH:13]=2)=[C:4]([CH:19]([NH2:28])[CH3:20])[CH:3]=1. (3) The product is: [ClH:38].[F:37][C:2]([F:1])([F:36])[CH2:3][CH2:4][CH2:5][O:6][C:7]([N:9]1[CH2:15][C@H:14]([NH2:16])[C:13](=[O:24])[N:12]([CH2:25][CH2:26][CH2:27][C:28]([F:30])([F:31])[F:29])[C:11]2[CH:32]=[CH:33][CH:34]=[CH:35][C:10]1=2)=[O:8]. Given the reactants [F:1][C:2]([F:37])([F:36])[CH2:3][CH2:4][CH2:5][O:6][C:7]([N:9]1[CH2:15][C@H:14]([NH:16]C(OC(C)(C)C)=O)[C:13](=[O:24])[N:12]([CH2:25][CH2:26][CH2:27][C:28]([F:31])([F:30])[F:29])[C:11]2[CH:32]=[CH:33][CH:34]=[CH:35][C:10]1=2)=[O:8].[ClH:38], predict the reaction product. (4) Given the reactants [NH2:1][CH:2]1[CH2:7][CH2:6][CH:5]([NH:8][C:9]2[N:17]=[C:16]3[C:12]([N:13]=[CH:14][N:15]3[CH:18]3[CH2:22][CH2:21][CH2:20][CH2:19]3)=[C:11]([NH:23][CH2:24][C:25]3[CH:30]=[CH:29][C:28](Br)=[CH:27][CH:26]=3)[N:10]=2)[CH2:4][CH2:3]1.[F:32][C:33]1[CH:34]=[C:35](B(O)O)[CH:36]=[CH:37][CH:38]=1.C1(P(C2C=CC=CC=2)C2C=CC=CC=2)C=CC=CC=1.C(=O)([O-])[O-].[Na+].[Na+], predict the reaction product. The product is: [NH2:1][CH:2]1[CH2:7][CH2:6][CH:5]([NH:8][C:9]2[N:17]=[C:16]3[C:12]([N:13]=[CH:14][N:15]3[CH:18]3[CH2:22][CH2:21][CH2:20][CH2:19]3)=[C:11]([NH:23][CH2:24][C:25]3[CH:30]=[CH:29][C:28]([C:37]4[CH:36]=[CH:35][CH:34]=[C:33]([F:32])[CH:38]=4)=[CH:27][CH:26]=3)[N:10]=2)[CH2:4][CH2:3]1. (5) The product is: [C:1]([C:3]([C:6]1[CH:7]=[C:8]([CH:42]=[CH:43][CH:44]=1)[C:9]([NH:11][C:12]1[CH:17]=[CH:16][C:15]([CH3:18])=[C:14]([C:19](=[O:41])[CH2:20][SH:21])[CH:13]=1)=[O:10])([CH3:4])[CH3:5])#[N:2]. Given the reactants [C:1]([C:3]([C:6]1[CH:7]=[C:8]([CH:42]=[CH:43][CH:44]=1)[C:9]([NH:11][C:12]1[CH:17]=[CH:16][C:15]([CH3:18])=[C:14]([C:19](=[O:41])[CH2:20][S:21]C(C2C=CC=CC=2)(C2C=CC=CC=2)C2C=CC=CC=2)[CH:13]=1)=[O:10])([CH3:5])[CH3:4])#[N:2].FC(F)(F)C(O)=O.C([SiH](CC)CC)C, predict the reaction product. (6) Given the reactants [Cl:1][C:2]1[C:7]([CH:8]=O)=[C:6]([CH3:10])[N:5]=[C:4]([Cl:11])[CH:3]=1.II.[NH2:14][C:15]1[CH:20]=[CH:19][CH:18]=[CH:17][C:16]=1[SH:21], predict the reaction product. The product is: [Cl:1][C:2]1[CH:3]=[C:4]([Cl:11])[N:5]=[C:6]([CH3:10])[C:7]=1[C:8]1[S:21][C:16]2[CH:17]=[CH:18][CH:19]=[CH:20][C:15]=2[N:14]=1.